From a dataset of Full USPTO retrosynthesis dataset with 1.9M reactions from patents (1976-2016). Predict the reactants needed to synthesize the given product. Given the product [CH3:18][N:7]([CH2:6][CH2:5][CH:4]=[O:3])[C:8](=[O:17])[O:9][CH2:10][C:11]1[CH:12]=[CH:13][CH:14]=[CH:15][CH:16]=1, predict the reactants needed to synthesize it. The reactants are: C([O:3][CH:4](OCC)[CH2:5][CH2:6][N:7]([CH3:18])[C:8](=[O:17])[O:9][CH2:10][C:11]1[CH:16]=[CH:15][CH:14]=[CH:13][CH:12]=1)C.C(O)(C(F)(F)F)=O.